Task: Predict the reactants needed to synthesize the given product.. Dataset: Full USPTO retrosynthesis dataset with 1.9M reactions from patents (1976-2016) (1) Given the product [C:1]([NH:4][CH:5]([CH2:48][C:49]1[CH:54]=[CH:53][C:58]([OH:56])=[CH:51][CH:50]=1)[C:6]([NH:8][CH:9]([CH2:40][C:41]1[CH:42]=[CH:43][C:44]([F:47])=[CH:45][CH:46]=1)[C:10]([N:12]1[CH2:17][CH2:16][N:15]([CH:18]([CH2:19][C:20]2[CH:29]=[CH:28][C:27]3[C:22](=[CH:23][CH:24]=[CH:25][CH:26]=3)[CH:21]=2)[C:30]([NH:31][CH3:32])=[O:33])[CH2:14][CH:13]1[CH2:34][CH2:35][OH:36])=[O:11])=[O:7])(=[O:3])[CH3:2], predict the reactants needed to synthesize it. The reactants are: [C:1]([NH:4][CH:5]([CH2:48][C:49]1[CH:54]=[CH:53]C=[CH:51][C:50]=1O)[C:6]([NH:8][CH:9]([CH2:40][C:41]1[CH:46]=[CH:45][C:44]([F:47])=[CH:43][CH:42]=1)[C:10]([N:12]1[CH2:17][CH2:16][N:15]([CH:18]([C:30](=[O:33])[NH:31][CH3:32])[CH2:19][C:20]2[CH:29]=[CH:28][C:27]3[C:22](=[CH:23][CH:24]=[CH:25][CH:26]=3)[CH:21]=2)[CH2:14][CH:13]1[CH2:34][CH2:35][O:36]C(=O)C)=[O:11])=[O:7])(=[O:3])[CH3:2].[O:56]([CH3:58])[Na]. (2) Given the product [CH2:25]([N:27]([CH2:28][CH3:29])[CH2:2][CH2:3][N:4]1[C:12]2[CH:11]=[C:10]3[NH:13][C:14]([C:16]4[CH:20]=[C:19]([CH3:21])[NH:18][N:17]=4)=[N:15][C:9]3=[CH:8][C:7]=2[C:6]([CH3:23])([CH3:22])[C:5]1=[O:24])[CH3:26], predict the reactants needed to synthesize it. The reactants are: Br[CH2:2][CH2:3][N:4]1[C:12]2[CH:11]=[C:10]3[NH:13][C:14]([C:16]4[CH:20]=[C:19]([CH3:21])[NH:18][N:17]=4)=[N:15][C:9]3=[CH:8][C:7]=2[C:6]([CH3:23])([CH3:22])[C:5]1=[O:24].[CH2:25]([NH:27][CH2:28][CH3:29])[CH3:26]. (3) Given the product [O:1]1[CH2:13][CH2:14][O:15][C:2]1([CH2:3][C:4]([O:6][CH3:7])=[O:5])[CH2:8][C:9]([O:11][CH3:12])=[O:10], predict the reactants needed to synthesize it. The reactants are: [O:1]=[C:2]([CH2:8][C:9]([O:11][CH3:12])=[O:10])[CH2:3][C:4]([O:6][CH3:7])=[O:5].[CH2:13](O)[CH2:14][OH:15].C[Si](Cl)(C)C. (4) Given the product [F:1][C:2]1[CH:7]=[CH:6][C:5]([CH:8]2[CH2:10][S:13]2)=[CH:4][CH:3]=1, predict the reactants needed to synthesize it. The reactants are: [F:1][C:2]1[CH:7]=[CH:6][C:5]([CH:8]2[CH2:10]O2)=[CH:4][CH:3]=1.NC(N)=[S:13].O. (5) Given the product [Cl:16][C:14]1[CH:15]=[C:10]([C:5]2[C:4]3[N:17]([CH2:29][C@H:30]4[CH2:31][CH2:32][C@H:33]([CH3:36])[CH2:34][CH2:35]4)[C:18]([N:20]4[CH2:25][CH2:24][O:23][C@@H:22]5[CH2:26][CH2:27][CH2:28][C@@H:21]45)=[N:19][C:3]=3[C:2]([CH3:37])=[C:7]([C:8]#[N:9])[N:6]=2)[CH:11]=[N:12][CH:13]=1, predict the reactants needed to synthesize it. The reactants are: Br[C:2]1[C:3]2[N:19]=[C:18]([N:20]3[CH2:25][CH2:24][O:23][C@@H:22]4[CH2:26][CH2:27][CH2:28][C@@H:21]34)[N:17]([CH2:29][C@H:30]3[CH2:35][CH2:34][C@H:33]([CH3:36])[CH2:32][CH2:31]3)[C:4]=2[C:5]([C:10]2[CH:11]=[N:12][CH:13]=[C:14]([Cl:16])[CH:15]=2)=[N:6][C:7]=1[C:8]#[N:9].[CH3:37]B1OB(C)OB(C)O1.[O-]P([O-])([O-])=O.[K+].[K+].[K+].O1CCOCC1. (6) Given the product [CH:18]1([C:2]2[C:3](=[O:17])[N:4]([C:11]3[CH:16]=[CH:15][CH:14]=[CH:13][CH:12]=3)[N:5]([CH3:10])[C:6]=2[CH:7]2[CH2:9][CH2:8]2)[CH2:20][CH2:19]1, predict the reactants needed to synthesize it. The reactants are: Br[C:2]1[C:3](=[O:17])[N:4]([C:11]2[CH:16]=[CH:15][CH:14]=[CH:13][CH:12]=2)[N:5]([CH3:10])[C:6]=1[CH:7]1[CH2:9][CH2:8]1.[CH:18]1(B(O)O)[CH2:20][CH2:19]1.P([O-])([O-])([O-])=O.[K+].[K+].[K+].C1(P(C2CCCCC2)C2CCCCC2)CCCCC1. (7) Given the product [Cl:25][C:22]1[CH:23]=[CH:24][C:19]([S:18][CH2:17][C:14]2[CH:13]=[CH:12][C:11]([C:9]([NH:8][CH2:7][C:6]([OH:41])=[O:5])=[O:10])=[CH:16][CH:15]=2)=[C:20]([NH:26][S:27]([C:30]2[CH:35]=[CH:34][C:33]([Cl:36])=[C:32]([C:37]([F:38])([F:39])[F:40])[CH:31]=2)(=[O:29])=[O:28])[CH:21]=1, predict the reactants needed to synthesize it. The reactants are: C([O:5][C:6](=[O:41])[CH2:7][NH:8][C:9]([C:11]1[CH:16]=[CH:15][C:14]([CH2:17][S:18][C:19]2[CH:24]=[CH:23][C:22]([Cl:25])=[CH:21][C:20]=2[NH:26][S:27]([C:30]2[CH:35]=[CH:34][C:33]([Cl:36])=[C:32]([C:37]([F:40])([F:39])[F:38])[CH:31]=2)(=[O:29])=[O:28])=[CH:13][CH:12]=1)=[O:10])(C)(C)C.